This data is from Full USPTO retrosynthesis dataset with 1.9M reactions from patents (1976-2016). The task is: Predict the reactants needed to synthesize the given product. (1) Given the product [Cl:14][C:11]1[CH:12]=[CH:13][C:4]([CH2:3][O:15][C:16]2[CH:25]=[CH:24][CH:23]=[C:18]([C:19]([NH:21][CH3:22])=[O:20])[CH:17]=2)=[C:5]([CH:10]=1)[C:6]([O:8][CH3:9])=[O:7], predict the reactants needed to synthesize it. The reactants are: BrC[CH2:3][C:4]1[CH:13]=[CH:12][C:11]([Cl:14])=[CH:10][C:5]=1[C:6]([O:8][CH3:9])=[O:7].[OH:15][C:16]1[CH:17]=[C:18]([CH:23]=[CH:24][CH:25]=1)[C:19]([NH:21][CH3:22])=[O:20]. (2) Given the product [C:23]([O:27][C:28](=[O:29])[NH:30][CH:31]1[CH2:35][CH2:34][N:33]([C:2]2[N:10]([CH2:11][C:12]3[CH:17]=[CH:16][CH:15]=[CH:14][C:13]=3[I:18])[C:9]3[C:8](=[O:19])[N:7]([CH3:20])[C:6](=[O:21])[N:5]([CH3:22])[C:4]=3[N:3]=2)[CH2:32]1)([CH3:26])([CH3:24])[CH3:25], predict the reactants needed to synthesize it. The reactants are: Cl[C:2]1[N:10]([CH2:11][C:12]2[CH:17]=[CH:16][CH:15]=[CH:14][C:13]=2[I:18])[C:9]2[C:8](=[O:19])[N:7]([CH3:20])[C:6](=[O:21])[N:5]([CH3:22])[C:4]=2[N:3]=1.[C:23]([O:27][C:28]([NH:30][C@H:31]1[CH2:35][CH2:34][NH:33][CH2:32]1)=[O:29])([CH3:26])([CH3:25])[CH3:24].C(N(CC)CC)C.